Dataset: Full USPTO retrosynthesis dataset with 1.9M reactions from patents (1976-2016). Task: Predict the reactants needed to synthesize the given product. (1) The reactants are: Br[CH:2]([CH3:15])[C:3]([C:5]1[CH:10]=[CH:9][C:8]([C:11]([F:14])([F:13])[F:12])=[CH:7][CH:6]=1)=O.[NH2:16][C:17]1[N:22]=[CH:21][CH:20]=[CH:19][N:18]=1.C(=O)(O)[O-].[Na+]. Given the product [CH3:15][C:2]1[N:16]=[C:17]2[N:22]=[CH:21][CH:20]=[CH:19][N:18]2[C:3]=1[C:5]1[CH:10]=[CH:9][C:8]([C:11]([F:14])([F:13])[F:12])=[CH:7][CH:6]=1, predict the reactants needed to synthesize it. (2) The reactants are: [CH:1]1([CH2:7][N:8]([CH2:29][CH2:30][CH2:31][CH2:32][CH2:33][CH2:34][CH3:35])[C:9](=[O:28])[CH2:10][O:11][C:12]2[CH:17]=[CH:16][C:15]([CH2:18][C@H:19]([O:25][CH2:26][CH3:27])[C:20]([O:22]CC)=[O:21])=[CH:14][CH:13]=2)[CH2:6][CH2:5][CH2:4][CH2:3][CH2:2]1.O.[OH-].[Li+]. Given the product [CH:1]1([CH2:7][N:8]([CH2:29][CH2:30][CH2:31][CH2:32][CH2:33][CH2:34][CH3:35])[C:9](=[O:28])[CH2:10][O:11][C:12]2[CH:17]=[CH:16][C:15]([CH2:18][C@H:19]([O:25][CH2:26][CH3:27])[C:20]([OH:22])=[O:21])=[CH:14][CH:13]=2)[CH2:2][CH2:3][CH2:4][CH2:5][CH2:6]1, predict the reactants needed to synthesize it. (3) Given the product [CH2:1]([O:3][C:4]1[C:13]2[C:8](=[CH:9][CH:10]=[C:11](/[CH:14]=[C:15]3/[C:16](=[O:22])[N:17]=[C:18]([NH:32][CH2:31][C:26]4[CH:27]=[CH:28][CH:29]=[CH:30][N:25]=4)[S:19]/3)[CH:12]=2)[N:7]=[CH:6][C:5]=1[C:23]#[N:24])[CH3:2], predict the reactants needed to synthesize it. The reactants are: [CH2:1]([O:3][C:4]1[C:13]2[C:8](=[CH:9][CH:10]=[C:11](/[CH:14]=[C:15]3/[C:16](=[O:22])[N:17]=[C:18](SC)[S:19]/3)[CH:12]=2)[N:7]=[CH:6][C:5]=1[C:23]#[N:24])[CH3:2].[N:25]1[CH:30]=[CH:29][CH:28]=[CH:27][C:26]=1[CH2:31][NH2:32].CCN(C(C)C)C(C)C. (4) Given the product [CH3:16][O:15][C:12]1[CH:13]=[CH:14][C:6]2[CH2:5][C:4]([CH2:3][CH2:2][OH:1])([C:18]3[CH:19]=[CH:20][C:21]([O:24][CH3:25])=[CH:22][CH:23]=3)[CH2:10][CH2:9][CH2:8][C:7]=2[CH:11]=1, predict the reactants needed to synthesize it. The reactants are: [OH:1][CH2:2][CH2:3][C:4]1([C:18]2[CH:23]=[CH:22][C:21]([O:24][CH3:25])=[CH:20][CH:19]=2)[CH2:10][CH2:9][CH2:8][C:7]2[CH:11]=[C:12]([O:15][CH3:16])[CH:13]=[CH:14][C:6]=2[CH:5]1O.C([SiH](CC)CC)C.B(F)(F)F.CCOCC.C([O-])(O)=O.[Na+]. (5) Given the product [CH3:14][N:10]1[CH2:11][CH2:12][CH2:13][N:8]([C:5]2[CH:4]=[CH:3][C:2]([N:1]=[C:25]3[C:17]4=[N:16][CH:21]=[CH:20][N:19]=[C:18]4[C:22](=[O:23])[O:24]3)=[CH:7][CH:6]=2)[C:9]1=[O:15], predict the reactants needed to synthesize it. The reactants are: [NH2:1][C:2]1[CH:7]=[CH:6][C:5]([N:8]2[CH2:13][CH2:12][CH2:11][N:10]([CH3:14])[C:9]2=[O:15])=[CH:4][CH:3]=1.[N:16]1[CH:21]=[CH:20][N:19]=[C:18]2[C:22]([O:24][C:25](=O)[C:17]=12)=[O:23]. (6) Given the product [Br-:4].[F:12][C:9]1[CH:10]=[CH:11][C:6]([CH2:5][Zn+:1])=[CH:7][CH:8]=1, predict the reactants needed to synthesize it. The reactants are: [Zn:1].II.[Br:4][CH2:5][C:6]1[CH:11]=[CH:10][C:9]([F:12])=[CH:8][CH:7]=1.C[Si](Cl)(C)C. (7) Given the product [Br:1][C:2]1[CH:7]=[C:6]([F:8])[C:5]([F:9])=[CH:4][C:3]=1[O:10][C:12]([F:16])([F:15])[F:11], predict the reactants needed to synthesize it. The reactants are: [Br:1][C:2]1[CH:7]=[C:6]([F:8])[C:5]([F:9])=[CH:4][C:3]=1[OH:10].[F:11][C:12]([F:16])([F:15])CI.[F-].[Cs+].O. (8) Given the product [NH2:12][C@@H:24]1[C:41]2=[CH:42][C:37](=[CH:38][CH:39]=[N:40]2)[C:36]2[C:31](=[CH:32][C:33]([NH:43][C:44](=[O:47])[O:45][CH3:46])=[CH:34][CH:35]=2)[NH:30][C:29](=[O:48])[C@H:28]([CH3:49])[CH2:27][C:26](=[O:50])[CH2:25]1, predict the reactants needed to synthesize it. The reactants are: ClC1C(F)=C(C(=O)CC[N:12]([C@@H:24]2[C:41]3=[CH:42][C:37](=[CH:38][CH:39]=[N:40]3)[C:36]3[C:31](=[CH:32][C:33]([NH:43][C:44](=[O:47])[O:45][CH3:46])=[CH:34][CH:35]=3)[NH:30][C:29](=[O:48])[C@H:28]([CH3:49])[CH2:27][C:26](=[O:50])[CH2:25]2)C(=O)CP(OCC)(OCC)=O)C(F)=CC=1.ClC1C(F)=C(C(=O)CCN([C@@H]2C3=CC(=CC=N3)C3C(=CC(NC(=O)OC)=CC=3)NC(=O)[C@H](C)C(=O)CC2)C(=O)CP(OCC)(OCC)=O)C(F)=CC=1.